The task is: Regression. Given a peptide amino acid sequence and an MHC pseudo amino acid sequence, predict their binding affinity value. This is MHC class I binding data.. This data is from Peptide-MHC class I binding affinity with 185,985 pairs from IEDB/IMGT. The binding affinity (normalized) is 0.0847. The MHC is HLA-A26:01 with pseudo-sequence HLA-A26:01. The peptide sequence is MYQYIFLSF.